From a dataset of Full USPTO retrosynthesis dataset with 1.9M reactions from patents (1976-2016). Predict the reactants needed to synthesize the given product. (1) Given the product [N:1]1[CH:6]=[CH:5][CH:4]=[CH:3][C:2]=1[CH2:7][O:8][C:9]1[CH:18]=[C:17]([C:19]2[CH:20]=[C:21]([C:25]([OH:27])=[O:26])[CH:22]=[N:23][CH:24]=2)[C:16]2[CH2:15][CH2:14][CH2:13][CH2:12][C:11]=2[N:10]=1, predict the reactants needed to synthesize it. The reactants are: [N:1]1[CH:6]=[CH:5][CH:4]=[CH:3][C:2]=1[CH2:7][O:8][C:9]1[CH:18]=[C:17]([C:19]2[CH:20]=[C:21]([C:25]([O:27]CC)=[O:26])[CH:22]=[N:23][CH:24]=2)[C:16]2[CH2:15][CH2:14][CH2:13][CH2:12][C:11]=2[N:10]=1.CNC.O. (2) Given the product [F:6][C:7]([F:20])([F:19])[S:8]([N:1]=[N+:2]=[N-:3])(=[O:10])=[O:9], predict the reactants needed to synthesize it. The reactants are: [N-:1]=[N+:2]=[N-:3].[Na+].O.[F:6][C:7]([F:20])([F:19])[S:8](O[S:8]([C:7]([F:20])([F:19])[F:6])(=[O:10])=[O:9])(=[O:10])=[O:9].C(=O)([O-])O.[Na+]. (3) Given the product [CH2:11]([O:13][C:14](=[O:50])[CH2:15][C:16]1[CH:17]=[C:18]([C:24]2[CH:29]=[CH:28][C:27]([C:2]3[CH:7]=[N:6][C:5]([O:8][CH2:9][CH3:10])=[CH:4][CH:3]=3)=[CH:26][C:25]=2[CH2:39][N:40]([C:43]([O:45][C:46]([CH3:47])([CH3:49])[CH3:48])=[O:44])[CH2:41][CH3:42])[C:19]([O:22][CH3:23])=[CH:20][CH:21]=1)[CH3:12], predict the reactants needed to synthesize it. The reactants are: Br[C:2]1[CH:3]=[CH:4][C:5]([O:8][CH2:9][CH3:10])=[N:6][CH:7]=1.[CH2:11]([O:13][C:14](=[O:50])[CH2:15][C:16]1[CH:17]=[C:18]([C:24]2[CH:29]=[CH:28][C:27](B3OC(C)(C)C(C)(C)O3)=[CH:26][C:25]=2[CH2:39][N:40]([C:43]([O:45][C:46]([CH3:49])([CH3:48])[CH3:47])=[O:44])[CH2:41][CH3:42])[C:19]([O:22][CH3:23])=[CH:20][CH:21]=1)[CH3:12].C(=O)([O-])[O-].[K+].[K+]. (4) Given the product [F:17][C:3]([F:2])([F:16])[C:4]1[CH:5]=[C:6]([N:10]2[CH:14]=[CH:13][C:12]([NH2:15])=[N:11]2)[CH:7]=[CH:8][CH:9]=1, predict the reactants needed to synthesize it. The reactants are: Cl.[F:2][C:3]([F:17])([F:16])[C:4]1[CH:5]=[C:6]([N:10]2[CH2:14][CH2:13][C:12]([NH2:15])=[N:11]2)[CH:7]=[CH:8][CH:9]=1.C(N(CC)CC)C.ClC1C(=O)C(C#N)=C(C#N)C(=O)C=1Cl.Cl. (5) The reactants are: [N:1]1[N:5]2[CH:6]=[CH:7][C:8]([C:10]([O:12]CC)=[O:11])=[CH:9][C:4]2=[C:3](C(OCC)=O)[CH:2]=1.S(=O)(=O)(O)O.[OH-].[Na+]. Given the product [N:1]1[N:5]2[CH:6]=[CH:7][C:8]([C:10]([OH:12])=[O:11])=[CH:9][C:4]2=[CH:3][CH:2]=1, predict the reactants needed to synthesize it.